From a dataset of Forward reaction prediction with 1.9M reactions from USPTO patents (1976-2016). Predict the product of the given reaction. (1) Given the reactants Cl[C:2]1[C:7]([N+:8]([O-:10])=[O:9])=[CH:6][CH:5]=[C:4]([Cl:11])[N:3]=1.C(N(CC)CC)C.[CH2:19]([NH2:22])[CH:20]=[CH2:21], predict the reaction product. The product is: [Cl:11][C:4]1[N:3]=[C:2]([NH:22][CH2:19][CH:20]=[CH2:21])[C:7]([N+:8]([O-:10])=[O:9])=[CH:6][CH:5]=1. (2) Given the reactants [Cl-].[Ca+2].[Cl-].[BH4-].[Na+].[CH2:6]([NH:13][CH2:14][CH:15]([CH:20]([C:22]1[CH:27]=[CH:26][C:25]([Cl:28])=[C:24]([Cl:29])[CH:23]=1)[OH:21])[C:16](OC)=[O:17])[C:7]1[CH:12]=[CH:11][CH:10]=[CH:9][CH:8]=1.Cl.[OH-].[Na+], predict the reaction product. The product is: [CH2:6]([NH:13][CH2:14][CH:15]([CH2:16][OH:17])[CH:20]([C:22]1[CH:27]=[CH:26][C:25]([Cl:28])=[C:24]([Cl:29])[CH:23]=1)[OH:21])[C:7]1[CH:12]=[CH:11][CH:10]=[CH:9][CH:8]=1. (3) The product is: [OH:36][CH2:35][C:33]([NH:1][C@@H:2]1[CH2:7][CH2:6][C@H:5]([NH:8][C:9]([C:11]2[C:15]3[N:16]=[CH:17][N:18]=[C:19]([C:20]4[CH:25]=[CH:24][C:23]([F:26])=[CH:22][C:21]=4[O:27][CH2:28][CH:29]4[CH2:30][CH2:31]4)[C:14]=3[NH:13][CH:12]=2)=[O:10])[CH2:4][CH2:3]1)=[O:34]. Given the reactants [NH2:1][C@@H:2]1[CH2:7][CH2:6][C@H:5]([NH:8][C:9]([C:11]2[C:15]3[N:16]=[CH:17][N:18]=[C:19]([C:20]4[CH:25]=[CH:24][C:23]([F:26])=[CH:22][C:21]=4[O:27][CH2:28][CH:29]4[CH2:31][CH2:30]4)[C:14]=3[NH:13][CH:12]=2)=[O:10])[CH2:4][CH2:3]1.Cl[C:33]([CH2:35][O:36]C(=O)C)=[O:34], predict the reaction product.